Dataset: Forward reaction prediction with 1.9M reactions from USPTO patents (1976-2016). Task: Predict the product of the given reaction. (1) Given the reactants [NH:1]1[CH2:6][CH2:5][O:4][CH2:3][CH2:2]1.C(=O)([O-])[O-].[K+].[K+].Br[CH2:14][C:15]([NH:17][C:18]1[CH:23]=[CH:22][C:21]([N+:24]([O-:26])=[O:25])=[CH:20][CH:19]=1)=[O:16], predict the reaction product. The product is: [O:4]1[CH2:5][CH2:6][N:1]([CH2:14][C:15]([NH:17][C:18]2[CH:19]=[CH:20][C:21]([N+:24]([O-:26])=[O:25])=[CH:22][CH:23]=2)=[O:16])[CH2:2][CH2:3]1. (2) Given the reactants C([O:3][CH:4](OCC)[CH2:5][CH2:6][N:7]1[CH2:12][CH2:11][CH2:10][NH:9][C:8]1=[O:13])C, predict the reaction product. The product is: [O:13]=[C:8]1[NH:9][CH2:10][CH2:11][CH2:12][N:7]1[CH2:6][CH2:5][CH:4]=[O:3]. (3) Given the reactants [CH3:1][O:2][CH2:3][CH2:4][O:5][CH2:6][C:7]([N:9]1[CH2:18][CH2:17][C:16]2[C:11](=[CH:12][CH:13]=[C:14]([C:19]([NH:21][O:22]C3CCCCO3)=[O:20])[CH:15]=2)[CH2:10]1)=[O:8].Cl, predict the reaction product. The product is: [OH:22][NH:21][C:19]([C:14]1[CH:15]=[C:16]2[C:11](=[CH:12][CH:13]=1)[CH2:10][N:9]([C:7](=[O:8])[CH2:6][O:5][CH2:4][CH2:3][O:2][CH3:1])[CH2:18][CH2:17]2)=[O:20]. (4) Given the reactants [F:1][C:2]([F:21])([F:20])[C:3]1[CH:7]=[C:6]([C:8]([F:11])([F:10])[F:9])[N:5]([C:12]2[CH:19]=[CH:18][C:15]([CH:16]=O)=[CH:14][CH:13]=2)[N:4]=1.[F:22][C:23]1[C:28]([F:29])=[CH:27][CH:26]=[CH:25][C:24]=1[C:30](=[O:34])[CH2:31][C:32]#[N:33].C(O)(=O)C.N1CCCCC1.CCOCC, predict the reaction product. The product is: [F:21][C:2]([F:1])([F:20])[C:3]1[CH:7]=[C:6]([C:8]([F:9])([F:11])[F:10])[N:5]([C:12]2[CH:19]=[CH:18][C:15]([CH:16]=[C:31]([C:30](=[O:34])[C:24]3[CH:25]=[CH:26][CH:27]=[C:28]([F:29])[C:23]=3[F:22])[C:32]#[N:33])=[CH:14][CH:13]=2)[N:4]=1. (5) Given the reactants [F:1][C:2]1[CH:3]=[N:4][CH:5]=[C:6]([F:9])[C:7]=1[S-:8].[Na+].Cl[C:12]1[S:16][C:15]([C:17]([O:19][CH3:20])=[O:18])=[CH:14][C:13]=1[N+:21]([O-:23])=[O:22], predict the reaction product. The product is: [F:1][C:2]1[CH:3]=[N:4][CH:5]=[C:6]([F:9])[C:7]=1[S:8][C:12]1[S:16][C:15]([C:17]([O:19][CH3:20])=[O:18])=[CH:14][C:13]=1[N+:21]([O-:23])=[O:22].